Predict the reaction yield, written as a fraction of the theoretical maximum amount of product (1.0 means a 100% yield; for example, 0.34 means a 34% yield). From a dataset of Reaction yield outcomes from USPTO patents with 853,638 reactions. (1) The reactants are Br[C:2]1[CH:3]=[C:4]([S:8]([N:11]2[C:15]([C:16]3[CH:21]=[CH:20][CH:19]=[CH:18][CH:17]=3)=[CH:14][C:13]([CH2:22][N:23]([CH3:31])C(=O)OC(C)(C)C)=[CH:12]2)(=[O:10])=[O:9])[CH:5]=[N:6][CH:7]=1.C(N(CC)CC)C.CO.[C:41]([O:44][CH2:45]C)(=[O:43])C.[ClH:47]. The catalyst is C(O)C. The product is [ClH:47].[CH3:31][NH:23][CH2:22][C:13]1[CH:14]=[C:15]([C:16]2[CH:21]=[CH:20][CH:19]=[CH:18][CH:17]=2)[N:11]([S:8]([C:4]2[CH:5]=[N:6][CH:7]=[C:2]([CH:3]=2)[C:41]([O:44][CH3:45])=[O:43])(=[O:10])=[O:9])[CH:12]=1. The yield is 0.560. (2) The reactants are [OH:1][CH2:2][CH2:3][O:4][C:5]1[CH:30]=[CH:29][C:8]([C:9]([NH:11][C:12]2[S:16][C:15]([NH:17][C:18]3[CH:23]=[CH:22][C:21]([O:24][CH3:25])=[CH:20][CH:19]=3)=[N:14][C:13]=2[C:26]([NH2:28])=[O:27])=[O:10])=[CH:7][C:6]=1[N+:31]([O-])=O. The catalyst is C1COCC1.CO.[Pd]. The product is [NH2:31][C:6]1[CH:7]=[C:8]([CH:29]=[CH:30][C:5]=1[O:4][CH2:3][CH2:2][OH:1])[C:9]([NH:11][C:12]1[S:16][C:15]([NH:17][C:18]2[CH:19]=[CH:20][C:21]([O:24][CH3:25])=[CH:22][CH:23]=2)=[N:14][C:13]=1[C:26]([NH2:28])=[O:27])=[O:10]. The yield is 0.0600.